Dataset: Cav3 T-type calcium channel HTS with 100,875 compounds. Task: Binary Classification. Given a drug SMILES string, predict its activity (active/inactive) in a high-throughput screening assay against a specified biological target. (1) The molecule is Clc1ccc(S(=O)(=O)N(Cc2cc(ccc2)C)CC(=O)N\N=C\c2sccc2)cc1. The result is 0 (inactive). (2) The result is 0 (inactive). The molecule is Clc1ccc(c2nn(nn2)CC(=O)c2[nH]c(c(c2C)C(OCC)=O)C)cc1. (3) The compound is o1c2c(c3CCCCc3c1=O)ccc(OC)c2OCC(=O)C(C)(C)C. The result is 0 (inactive). (4) The compound is O=C(Nc1ccc(CCCC)cc1)CC(=O)C. The result is 0 (inactive). (5) The molecule is Clc1c([N+]([O-])=O)cc(C(=O)NNC(=O)c2cc([N+]([O-])=O)c(SCC3OCCC3)cc2)cc1. The result is 0 (inactive). (6) The compound is s1c(nnc1NC(=O)COC)c1sccc1. The result is 0 (inactive). (7) The molecule is s1c(CNC(=O)C2ON=C(C2)c2cc(OC)c(OC)cc2)ccc1. The result is 0 (inactive).